This data is from Catalyst prediction with 721,799 reactions and 888 catalyst types from USPTO. The task is: Predict which catalyst facilitates the given reaction. Reactant: [NH2:1][C:2]1[CH:3]=[CH:4][CH:5]=[C:6]2[C:10]=1[NH:9][C:8]([C:11]([O:13][CH2:14][CH3:15])=[O:12])=[CH:7]2.[CH3:16][S:17](Cl)(=[O:19])=[O:18]. Product: [CH3:16][S:17]([NH:1][C:2]1[CH:3]=[CH:4][CH:5]=[C:6]2[C:10]=1[NH:9][C:8]([C:11]([O:13][CH2:14][CH3:15])=[O:12])=[CH:7]2)(=[O:19])=[O:18]. The catalyst class is: 17.